From a dataset of Reaction yield outcomes from USPTO patents with 853,638 reactions. Predict the reaction yield, written as a fraction of the theoretical maximum amount of product (1.0 means a 100% yield; for example, 0.34 means a 34% yield). (1) The reactants are FC(F)(F)C(O)=O.C(OC(=O)[NH:14][C:15]1[CH:16]=[N:17][C:18]([Cl:23])=[C:19]([F:22])[C:20]=1[I:21])(C)(C)C. The catalyst is ClCCl. The product is [Cl:23][C:18]1[N:17]=[CH:16][C:15]([NH2:14])=[C:20]([I:21])[C:19]=1[F:22]. The yield is 0.980. (2) The reactants are [CH:1]([C:3]1[CH:4]=[C:5]2[C:10](=[CH:11][CH:12]=1)[C:9](=[O:13])[NH:8][N:7]=[CH:6]2)=[CH2:2].C([O-])([O-])=O.[Cs+].[Cs+].Br[CH2:21][C:22]([O:24][CH2:25][CH3:26])=[O:23]. The catalyst is CN(C=O)C. The product is [O:13]=[C:9]1[C:10]2[C:5](=[CH:4][C:3]([CH:1]=[CH2:2])=[CH:12][CH:11]=2)[CH:6]=[N:7][N:8]1[CH2:21][C:22]([O:24][CH2:25][CH3:26])=[O:23]. The yield is 0.450. (3) The reactants are Br[C:2]1[CH:10]=[CH:9][CH:8]=[C:7]2[C:3]=1[CH:4]=[CH:5][NH:6]2.[Cl:11][C:12]1[CH:17]=[CH:16][CH:15]=[CH:14][C:13]=1B(O)O.[OH-].[Na+]. The catalyst is C1COCC1.[Pd].C(OCC)(=O)C. The product is [Cl:11][C:12]1[CH:17]=[CH:16][CH:15]=[CH:14][C:13]=1[C:2]1[CH:10]=[CH:9][CH:8]=[C:7]2[C:3]=1[CH:4]=[CH:5][NH:6]2. The yield is 0.380. (4) The reactants are [C:1]([O:5][C:6]1[CH:11]=[N:10][CH:9]=[C:8]([CH:12]=[CH2:13])[N:7]=1)([CH3:4])([CH3:3])[CH3:2].Cl.[Cl:15][C:16]1[CH:29]=[CH:28][CH:27]=[CH:26][C:17]=1[O:18][CH2:19][CH:20]1[CH2:25][CH2:24][NH:23][CH2:22][CH2:21]1.C(=O)([O-])[O-].[K+].[K+].CN(C)C=O. The catalyst is C(OCC)(=O)C. The product is [C:1]([O:5][C:6]1[CH:11]=[N:10][CH:9]=[C:8]([CH2:12][CH2:13][N:23]2[CH2:22][CH2:21][CH:20]([CH2:19][O:18][C:17]3[CH:26]=[CH:27][CH:28]=[CH:29][C:16]=3[Cl:15])[CH2:25][CH2:24]2)[N:7]=1)([CH3:4])([CH3:3])[CH3:2]. The yield is 0.110. (5) The reactants are [NH:1]1[CH:5]=[N:4][N:3]=[N:2]1.C(=O)([O-])[O-].[K+].[K+].Cl[CH2:13][O:14][CH2:15][C:16]1[CH:21]=[CH:20][CH:19]=[CH:18][CH:17]=1. The catalyst is CN(C=O)C. The product is [CH2:15]([O:14][CH2:13][N:2]1[N:3]=[N:4][CH:5]=[N:1]1)[C:16]1[CH:21]=[CH:20][CH:19]=[CH:18][CH:17]=1.[CH2:15]([O:14][CH2:13][N:1]1[CH:5]=[N:4][NH:3][NH:2]1)[C:16]1[CH:21]=[CH:20][CH:19]=[CH:18][CH:17]=1. The yield is 0.440.